Dataset: Retrosynthesis with 50K atom-mapped reactions and 10 reaction types from USPTO. Task: Predict the reactants needed to synthesize the given product. (1) Given the product Fc1ccc2nc(/C=C\Br)ccc2c1, predict the reactants needed to synthesize it. The reactants are: BrC[P+](c1ccccc1)(c1ccccc1)c1ccccc1.O=Cc1ccc2cc(F)ccc2n1. (2) Given the product CCCCS(=O)(=O)Nc1ccc(N2CCC(NC[C@H](O)COc3ccc(O)c(NS(=O)(=O)c4ccccc4)c3)CC2)cc1, predict the reactants needed to synthesize it. The reactants are: CCCCS(=O)(=O)Nc1ccc(N2CCC(=O)CC2)cc1.NC[C@H](O)COc1ccc(O)c(NS(=O)(=O)c2ccccc2)c1.